This data is from Catalyst prediction with 721,799 reactions and 888 catalyst types from USPTO. The task is: Predict which catalyst facilitates the given reaction. Reactant: [Cl:1][C:2]1[CH:7]=[C:6]([N+:8]([O-])=O)[CH:5]=[CH:4][C:3]=1[P:11]([CH3:16])(=[O:15])[O:12][CH2:13][CH3:14].[NH4+].[Cl-]. Product: [NH2:8][C:6]1[CH:5]=[CH:4][C:3]([P:11]([CH3:16])(=[O:15])[O:12][CH2:13][CH3:14])=[C:2]([Cl:1])[CH:7]=1. The catalyst class is: 314.